This data is from Reaction yield outcomes from USPTO patents with 853,638 reactions. The task is: Predict the reaction yield, written as a fraction of the theoretical maximum amount of product (1.0 means a 100% yield; for example, 0.34 means a 34% yield). (1) The reactants are [NH2:1][C:2]1[N:10]=[CH:9][C:8]([Br:11])=[CH:7][C:3]=1[C:4]([OH:6])=O.C(N(CC)C(C)C)(C)C.[CH3:21][S@:22]([C:25]1[CH:30]=[CH:29][CH:28]=[CH:27][CH:26]=1)(=[NH:24])=[O:23].F[P-](F)(F)(F)(F)F.N1(O[P+](N(C)C)(N(C)C)N(C)C)C2C=CC=CC=2N=N1. The catalyst is CN(C=O)C.CCOC(C)=O. The product is [NH2:1][C:2]1[N:10]=[CH:9][C:8]([Br:11])=[CH:7][C:3]=1[C:4]([N:24]=[S@@:22]([CH3:21])(=[O:23])[C:25]1[CH:30]=[CH:29][CH:28]=[CH:27][CH:26]=1)=[O:6]. The yield is 0.840. (2) The reactants are [ClH:1].C(OC([N:9]1[CH2:13][C@H:12]([O:14][C:15](=[O:21])[NH:16][C:17]([CH3:20])([CH3:19])[CH3:18])[CH2:11][C@@H:10]1[C@H:22]1[O:26]C(C)(C)[N:24]([C:29](=[O:31])[CH3:30])[C@H:23]1[CH2:32][C:33]1[CH:38]=[C:37]([F:39])[CH:36]=[C:35]([F:40])[CH:34]=1)=O)(C)(C)C. The catalyst is O1CCOCC1. The product is [ClH:1].[C:29]([NH:24][C@@H:23]([CH2:32][C:33]1[CH:34]=[C:35]([F:40])[CH:36]=[C:37]([F:39])[CH:38]=1)[C@@H:22]([C@@H:10]1[NH:9][CH2:13][C@H:12]([O:14][C:15](=[O:21])[NH:16][C:17]([CH3:19])([CH3:18])[CH3:20])[CH2:11]1)[OH:26])(=[O:31])[CH3:30]. The yield is 1.00. (3) The reactants are [C:1]([C:3]1[CH:8]=[C:7]([O:9][CH3:10])[C:6]([O:11][CH2:12][C@H:13]2[CH2:17][CH2:16][CH2:15][NH:14]2)=[CH:5][C:4]=1[N:18]=[CH:19][N:20]([CH3:22])[CH3:21])#[N:2].Br[CH2:24][CH2:25][O:26][C:27]([CH3:30])([CH3:29])[CH3:28].C(=O)([O-])[O-].[K+].[K+]. The yield is 0.560. The catalyst is CN(C)C=O. The product is [C:27]([O:26][CH2:25][CH2:24][N:14]1[CH2:15][CH2:16][CH2:17][C@@H:13]1[CH2:12][O:11][C:6]1[C:7]([O:9][CH3:10])=[CH:8][C:3]([C:1]#[N:2])=[C:4]([N:18]=[CH:19][N:20]([CH3:21])[CH3:22])[CH:5]=1)([CH3:30])([CH3:29])[CH3:28]. (4) The catalyst is CO. The product is [Br:1][C:2]1[CH:10]=[C:9]2[C:5](/[C:6](=[N:15]/[OH:16])/[CH2:7][C:8]32[CH2:12][CH2:11]3)=[CH:4][CH:3]=1. The yield is 1.00. The reactants are [Br:1][C:2]1[CH:10]=[C:9]2[C:5]([C:6](=O)[CH2:7][C:8]32[CH2:12][CH2:11]3)=[CH:4][CH:3]=1.Cl.[NH2:15][OH:16].CC([O-])=O.[Na+]. (5) The reactants are [CH2:1]=O.[CH:3]1[C:15]2[CH:14]([CH2:16][O:17][C:18]([NH:20][C@@H:21]([CH2:25][O:26][C:27]3[CH:28]=[C:29]([CH3:33])[CH:30]=[CH:31][CH:32]=3)[C:22]([OH:24])=[O:23])=[O:19])[C:13]3[C:8](=[CH:9][CH:10]=[CH:11][CH:12]=3)[C:7]=2[CH:6]=[CH:5][CH:4]=1. The catalyst is C1(C)C=CC=CC=1.C1(C)C=CC(S(O)(=O)=O)=CC=1. The product is [O:23]=[C:22]1[O:24][CH2:1][N:20]([C:18]([O:17][CH2:16][CH:14]2[C:15]3[CH:3]=[CH:4][CH:5]=[CH:6][C:7]=3[C:8]3[C:13]2=[CH:12][CH:11]=[CH:10][CH:9]=3)=[O:19])[C@H:21]1[CH2:25][O:26][C:27]1[CH:28]=[C:29]([CH3:33])[CH:30]=[CH:31][CH:32]=1. The yield is 1.00. (6) The reactants are [CH2:1]([O:8][C:9]([NH:11][C@@H:12]1[CH2:15][C@H:14]([C:16](O)=[O:17])[C:13]1([CH3:20])[CH3:19])=[O:10])[C:2]1[CH:7]=[CH:6][CH:5]=[CH:4][CH:3]=1.[Cl-].[NH4+].F[P-](F)(F)(F)(F)F.[N:30]1(OC(N(C)C)=[N+](C)C)C2N=CC=CC=2N=N1. The catalyst is CN(C=O)C. The product is [C:16]([C@H:14]1[CH2:15][C@@H:12]([NH:11][C:9](=[O:10])[O:8][CH2:1][C:2]2[CH:7]=[CH:6][CH:5]=[CH:4][CH:3]=2)[C:13]1([CH3:20])[CH3:19])(=[O:17])[NH2:30]. The yield is 0.660. (7) The reactants are [Cl:1][C:2]1[CH:7]=[CH:6][C:5]([NH:8][C:9]2[C:10]([C:19]([NH:21][NH2:22])=[O:20])=[CH:11][C:12]3[NH:16][CH:15]=[N:14][C:13]=3[C:17]=2[F:18])=[C:4]([CH3:23])[CH:3]=1.[CH:24](OCC)(OCC)OCC.CC1C=CC(S(O)(=O)=O)=CC=1.O. The catalyst is CCO. The product is [Cl:1][C:2]1[CH:7]=[CH:6][C:5]([NH:8][C:9]2[C:10]([C:19]3[O:20][CH:24]=[N:22][N:21]=3)=[CH:11][C:12]3[NH:16][CH:15]=[N:14][C:13]=3[C:17]=2[F:18])=[C:4]([CH3:23])[CH:3]=1. The yield is 0.730.